Predict the reactants needed to synthesize the given product. From a dataset of Full USPTO retrosynthesis dataset with 1.9M reactions from patents (1976-2016). (1) Given the product [N:21]([CH:7]1[CH2:8][CH2:9][C:2]([F:1])([C:10]2[N:14]([CH3:15])[N:13]=[CH:12][C:11]=2[N+:16]([O-:18])=[O:17])[CH2:3][CH2:4][CH:5]1[OH:6])=[N+:22]=[N-:23], predict the reactants needed to synthesize it. The reactants are: [F:1][C:2]1([C:10]2[N:14]([CH3:15])[N:13]=[CH:12][C:11]=2[N+:16]([O-:18])=[O:17])[CH2:9][CH2:8][CH:7]2[CH:5]([O:6]2)[CH2:4][CH2:3]1.[Cl-].[NH4+].[N-:21]=[N+:22]=[N-:23].[Na+]. (2) Given the product [F:1][C:2]1[C:3]([F:12])=[CH:4][C:5]2[S:9][C:8](=[N:10][C:18](=[O:19])[C:17]3[CH:21]=[CH:22][C:14]([F:13])=[C:15]([C:23]([F:26])([F:25])[F:24])[CH:16]=3)[N:7]([CH:28]([CH2:33][CH3:34])[C:29]([OH:31])=[O:30])[C:6]=2[CH:11]=1, predict the reactants needed to synthesize it. The reactants are: [F:1][C:2]1[C:3]([F:12])=[CH:4][C:5]2[S:9][C:8]([NH2:10])=[N:7][C:6]=2[CH:11]=1.[F:13][C:14]1[CH:22]=[CH:21][C:17]([C:18](Cl)=[O:19])=[CH:16][C:15]=1[C:23]([F:26])([F:25])[F:24].Br[CH:28]([CH2:33][CH3:34])[C:29]([O:31]C)=[O:30].COC1C=CC2N=C(N)SC=2C=1.ClC1C=C(C=CC=1)C(Cl)=O.BrCC(OCC)=O. (3) Given the product [CH2:13]([C@@H:20]1[CH2:24][O:23][C:22](=[O:25])[N:21]1[C:26]([C@@H:28]1[CH2:33][CH2:32][C:31]2([O:46][CH2:47][CH2:48][O:34]2)[CH2:30][C@H:29]1[CH2:35][O:36][CH2:37][C:38]1[CH:43]=[CH:42][CH:41]=[CH:40][CH:39]=1)=[O:27])[C:14]1[CH:15]=[CH:16][CH:17]=[CH:18][CH:19]=1, predict the reactants needed to synthesize it. The reactants are: FC(F)(F)S(O[Si](C)(C)C)(=O)=O.[CH2:13]([C@@H:20]1[CH2:24][O:23][C:22](=[O:25])[N:21]1[C:26]([C@@H:28]1[CH2:33][CH2:32][C:31](=[O:34])[CH2:30][C@H:29]1[CH2:35][O:36][CH2:37][C:38]1[CH:43]=[CH:42][CH:41]=[CH:40][CH:39]=1)=[O:27])[C:14]1[CH:19]=[CH:18][CH:17]=[CH:16][CH:15]=1.C[Si](C)(C)[O:46][CH2:47][CH2:48]O[Si](C)(C)C.C(N(CC)CC)C. (4) Given the product [CH3:37][N:38]([CH3:53])[CH2:39][CH2:40][N:41]([CH3:52])[C:42]1[S:43][C:44]2[CH:50]=[C:49]([NH:51][C:8](=[O:10])[CH:7]=[CH:6][C:5]3[CH:4]=[CH:3][C:2]([F:1])=[CH:12][CH:11]=3)[CH:48]=[CH:47][C:45]=2[N:46]=1, predict the reactants needed to synthesize it. The reactants are: [F:1][C:2]1[CH:12]=[CH:11][C:5]([CH:6]=[CH:7][C:8]([OH:10])=O)=[CH:4][CH:3]=1.CN(C(ON1N=NC2C=CC=NC1=2)=[N+](C)C)C.F[P-](F)(F)(F)(F)F.[CH3:37][N:38]([CH3:53])[CH2:39][CH2:40][N:41]([CH3:52])[C:42]1[S:43][C:44]2[CH:50]=[C:49]([NH2:51])[CH:48]=[CH:47][C:45]=2[N:46]=1.CCN(C(C)C)C(C)C. (5) Given the product [Cl:1][C:2]1[C:7]([F:8])=[CH:6][CH:5]=[C:4]([Cl:9])[C:3]=1[C@H:10]([O:12][C:13]1[C:14]2[O:22][CH:21]=[C:20]([C:28]3[CH2:29][CH:30]4[N:25]([CH3:24])[CH:26]([CH2:32][CH2:31]4)[CH:27]=3)[C:15]=2[CH:16]=[N:17][C:18]=1[NH2:19])[CH3:11], predict the reactants needed to synthesize it. The reactants are: [Cl:1][C:2]1[C:7]([F:8])=[CH:6][CH:5]=[C:4]([Cl:9])[C:3]=1[C@H:10]([O:12][C:13]1[C:14]2[O:22][CH:21]=[C:20](Br)[C:15]=2[CH:16]=[N:17][C:18]=1[NH2:19])[CH3:11].[CH3:24][N:25]1[CH:30]2[CH2:31][CH2:32][CH:26]1[CH:27]=[C:28]([Sn](C)(C)C)[CH2:29]2.C1(C)C=CC=CC=1P(C1C=CC=CC=1C)C1C=CC=CC=1C.CN(C=O)C.